From a dataset of Reaction yield outcomes from USPTO patents with 853,638 reactions. Predict the reaction yield, written as a fraction of the theoretical maximum amount of product (1.0 means a 100% yield; for example, 0.34 means a 34% yield). (1) The reactants are [OH:1][C@H:2]([CH2:25][NH:26][S:27]([C:30]1[CH:35]=[CH:34][CH:33]=[CH:32][N:31]=1)(=[O:29])=[O:28])[CH2:3][NH:4][C:5](=[O:24])[O:6][C@H:7]([CH2:12][N:13]1[C:17]2[CH:18]=[C:19]([Cl:23])[C:20]([Cl:22])=[CH:21][C:16]=2[N:15]=[CH:14]1)[C:8]([CH3:11])([CH3:10])[CH3:9].O[C@@H](CNS(C1C=CC=CN=1)(=O)=O)CNC(=O)O[C@H](CN1C2C=C(Cl)C(Cl)=CC=2N=C1)C(C)(C)C.CC(OI1(OC(C)=O)(OC(C)=O)OC(=O)C2C=CC=CC1=2)=O.S([O-])([O-])(=O)=S.[Na+].[Na+].C(=O)(O)[O-].[Na+]. The catalyst is C(Cl)(Cl)Cl.C(OCC)(=O)C. The product is [O:1]=[C:2]([CH2:25][NH:26][S:27]([C:30]1[CH:35]=[CH:34][CH:33]=[CH:32][N:31]=1)(=[O:29])=[O:28])[CH2:3][NH:4][C:5](=[O:24])[O:6][C@H:7]([CH2:12][N:13]1[C:17]2[CH:18]=[C:19]([Cl:23])[C:20]([Cl:22])=[CH:21][C:16]=2[N:15]=[CH:14]1)[C:8]([CH3:10])([CH3:9])[CH3:11]. The yield is 0.0900. (2) The reactants are [Cl:1][C:2]1[CH:27]=[CH:26][C:5]([CH2:6][N:7]2[C:12](=[O:13])[C:11](Br)=[N:10][N:9]([C:15]3[CH:16]=[C:17]([NH:21][C:22](=[O:24])[CH3:23])[CH:18]=[CH:19][CH:20]=3)[C:8]2=[O:25])=[CH:4][CH:3]=1.[CH3:28][NH:29][CH3:30].CO. The catalyst is CN(C=O)C. The product is [Cl:1][C:2]1[CH:27]=[CH:26][C:5]([CH2:6][N:7]2[C:12](=[O:13])[C:11]([N:29]([CH3:30])[CH3:28])=[N:10][N:9]([C:15]3[CH:16]=[C:17]([NH:21][C:22](=[O:24])[CH3:23])[CH:18]=[CH:19][CH:20]=3)[C:8]2=[O:25])=[CH:4][CH:3]=1. The yield is 0.110. (3) The reactants are [CH2:1]([O:5][C:6]([N:8]1[CH2:12][C@H:11]([SH:13])[CH2:10][C@H:9]1[CH2:14][N:15]([C:25](=[O:27])[CH3:26])[CH2:16][C:17]1[CH:22]=[C:21]([F:23])[CH:20]=[CH:19][C:18]=1[F:24])=[O:7])[CH2:2][CH2:3][CH3:4].[C:28](Cl)(=[O:30])[CH3:29]. The catalyst is N1C=CC=CC=1.C(Cl)Cl. The product is [CH2:1]([O:5][C:6]([N:8]1[CH2:12][C@H:11]([S:13][C:28](=[O:30])[CH3:29])[CH2:10][C@H:9]1[CH2:14][N:15]([C:25](=[O:27])[CH3:26])[CH2:16][C:17]1[CH:22]=[C:21]([F:23])[CH:20]=[CH:19][C:18]=1[F:24])=[O:7])[CH2:2][CH2:3][CH3:4]. The yield is 0.820.